Dataset: Reaction yield outcomes from USPTO patents with 853,638 reactions. Task: Predict the reaction yield, written as a fraction of the theoretical maximum amount of product (1.0 means a 100% yield; for example, 0.34 means a 34% yield). (1) The reactants are [F:1][C:2]([F:7])([F:6])[C:3]([OH:5])=[O:4].[CH2:8]([S:10]([N:13]1[CH2:18][CH2:17][CH:16]([C:19]2[C:27]3[C:22](=[C:23]([C:39]([NH2:41])=[O:40])[CH:24]=[C:25]([C:28]4[CH:29]=[N:30][N:31]([CH2:33][CH2:34][NH:35][CH2:36][CH2:37]O)[CH:32]=4)[CH:26]=3)[NH:21][CH:20]=2)[CH2:15][CH2:14]1)(=[O:12])=[O:11])[CH3:9].[CH:42]1(N)[CH2:46]C[CH2:44][CH2:43]1.NCCO. No catalyst specified. The product is [F:1][C:2]([F:7])([F:6])[C:3]([OH:5])=[O:4].[CH:37]1([CH2:36][NH:35][CH2:34][CH2:33][N:31]2[CH:32]=[C:28]([C:25]3[CH:26]=[C:27]4[C:22](=[C:23]([C:39]([NH2:41])=[O:40])[CH:24]=3)[NH:21][CH:20]=[C:19]4[CH:16]3[CH2:15][CH2:14][N:13]([S:10]([CH2:8][CH3:9])(=[O:11])=[O:12])[CH2:18][CH2:17]3)[CH:29]=[N:30]2)[CH2:44][CH2:43][CH2:42][CH2:46]1. The yield is 0.400. (2) The reactants are C([O:3][C:4](=[O:29])[CH:5]([CH2:11][CH2:12][CH2:13][CH2:14][CH2:15][O:16][C:17]1[C:26]2[C:21](=[CH:22][CH:23]=[CH:24][CH:25]=2)[C:20]([CH:27]=[O:28])=[CH:19][CH:18]=1)[C:6]([O:8]CC)=[O:7])C.[OH-].[Na+]. The catalyst is CO. The product is [CH:27]([C:20]1[C:21]2[C:26](=[CH:25][CH:24]=[CH:23][CH:22]=2)[C:17]([O:16][CH2:15][CH2:14][CH2:13][CH2:12][CH2:11][CH:5]([C:4]([OH:29])=[O:3])[C:6]([OH:8])=[O:7])=[CH:18][CH:19]=1)=[O:28]. The yield is 0.920. (3) The reactants are [N:1]1([CH:10]([NH:14][C:15]([O:17][CH2:18][C:19]2[CH:24]=[CH:23][CH:22]=[CH:21][CH:20]=2)=[O:16])[C:11](O)=[O:12])C2C=CC=CC=2N=N1.C(Cl)(=O)C(Cl)=O.[NH2:31][C:32]1[CH:37]=[C:36]([Br:38])[CH:35]=[CH:34][C:33]=1[C:39](=O)[CH3:40].CN1CCOCC1.C([O-])(=O)C.[NH4+].[OH-].[Na+]. The product is [Br:38][C:36]1[CH:35]=[CH:34][C:33]2[C:39]([CH3:40])=[N:1][CH:10]([NH:14][C:15](=[O:16])[O:17][CH2:18][C:19]3[CH:24]=[CH:23][CH:22]=[CH:21][CH:20]=3)[C:11](=[O:12])[NH:31][C:32]=2[CH:37]=1. The catalyst is C(Cl)Cl.O1CCCC1.CO.O.CN(C)C=O. The yield is 0.530. (4) The reactants are CN(C(ON1N=NC2C=CC=NC1=2)=[N+](C)C)C.F[P-](F)(F)(F)(F)F.[CH3:25][O:26][C:27]1[CH:28]=[C:29]([C:37]([OH:39])=O)[C:30]2[N:34]=[C:33]([CH3:35])[NH:32][C:31]=2[CH:36]=1.[NH2:40][C:41]1[CH:46]=[CH:45][C:44]([CH3:47])=[CH:43][N:42]=1.CCN(C(C)C)C(C)C. The catalyst is CN(C=O)C.O. The product is [CH3:47][C:44]1[CH:45]=[CH:46][C:41]([NH:40][C:37]([C:29]2[C:30]3[N:34]=[C:33]([CH3:35])[NH:32][C:31]=3[CH:36]=[C:27]([O:26][CH3:25])[CH:28]=2)=[O:39])=[N:42][CH:43]=1. The yield is 0.270. (5) The reactants are [NH:1]1[C:5]2[CH:6]=[CH:7][CH:8]=[CH:9][C:4]=2[N:3]=[C:2]1[C:10]([OH:12])=O.[NH2:13][C@@H:14]([CH3:30])[CH2:15][N:16]1[CH:20]=[CH:19][C:18]([C:21]2[CH:28]=[CH:27][C:24]([C:25]#[N:26])=[C:23]([Cl:29])[CH:22]=2)=[N:17]1. The catalyst is CN(C)C=O. The product is [Cl:29][C:23]1[CH:22]=[C:21]([C:18]2[CH:19]=[CH:20][N:16]([CH2:15][C@@H:14]([NH:13][C:10]([C:2]3[NH:1][C:5]4[CH:6]=[CH:7][CH:8]=[CH:9][C:4]=4[N:3]=3)=[O:12])[CH3:30])[N:17]=2)[CH:28]=[CH:27][C:24]=1[C:25]#[N:26]. The yield is 0.200. (6) The reactants are [CH3:1][N:2]([CH3:18])[CH2:3][CH2:4][N:5]([CH3:17])[C:6](=[O:16])[C:7]1[CH:12]=[CH:11][C:10]([N+:13]([O-])=O)=[CH:9][CH:8]=1. The catalyst is CO.[Pd]. The product is [NH2:13][C:10]1[CH:11]=[CH:12][C:7]([C:6]([N:5]([CH2:4][CH2:3][N:2]([CH3:1])[CH3:18])[CH3:17])=[O:16])=[CH:8][CH:9]=1. The yield is 1.00. (7) The reactants are [I:1]Cl.C[O:4]/[N:5]=[C:6](/[C:10]1[CH:15]=[CH:14][C:13]([F:16])=[CH:12][C:11]=1[F:17])\[C:7]#[C:8][CH3:9].S([O-])([O-])(=O)=S.[Na+].[Na+]. The catalyst is C(Cl)Cl. The product is [F:17][C:11]1[CH:12]=[C:13]([F:16])[CH:14]=[CH:15][C:10]=1[C:6]1[C:7]([I:1])=[C:8]([CH3:9])[O:4][N:5]=1. The yield is 0.470. (8) The reactants are [CH3:1][C:2]1[C:7]([OH:8])=[CH:6][CH:5]=[C:4]([CH3:9])[N:3]=1.C(=O)([O-])[O-].[Cs+].[Cs+].[F:16][C:17]1[CH:18]=[C:19]([N+:24]([O-:26])=[O:25])[CH:20]=[CH:21][C:22]=1F. The catalyst is C1COCC1. The product is [F:16][C:17]1[CH:18]=[C:19]([N+:24]([O-:26])=[O:25])[CH:20]=[CH:21][C:22]=1[O:8][C:7]1[C:2]([CH3:1])=[N:3][C:4]([CH3:9])=[CH:5][CH:6]=1. The yield is 0.920. (9) The reactants are Cl.[CH2:2]([O:9][C:10]1[C:11]([C:24](O)=[O:25])=[N:12][CH:13]=[C:14]([O:16][CH2:17][C:18]2[CH:23]=[CH:22][CH:21]=[CH:20][CH:19]=2)[CH:15]=1)[C:3]1[CH:8]=[CH:7][CH:6]=[CH:5][CH:4]=1.C(N(C(C)C)CC)(C)C.CN(C)CCCN=C=NCC.ON1C2C=CC=CC=2N=N1.Cl.[CH3:58][O:59][C:60](=[O:63])[CH2:61][NH2:62]. The catalyst is CN(C=O)C. The product is [CH3:58][O:59][C:60](=[O:63])[CH2:61][NH:62][C:24]([C:11]1[C:10]([O:9][CH2:2][C:3]2[CH:8]=[CH:7][CH:6]=[CH:5][CH:4]=2)=[CH:15][C:14]([O:16][CH2:17][C:18]2[CH:23]=[CH:22][CH:21]=[CH:20][CH:19]=2)=[CH:13][N:12]=1)=[O:25]. The yield is 0.400.